This data is from Full USPTO retrosynthesis dataset with 1.9M reactions from patents (1976-2016). The task is: Predict the reactants needed to synthesize the given product. (1) Given the product [CH:1]1([CH:7]([NH:25][C:26]2[CH:27]=[CH:28][C:29]([C:30]([O:32][CH3:33])=[O:31])=[CH:34][CH:35]=2)[C:9]2[O:10][C:11]3[CH:23]=[CH:22][C:21]([F:24])=[CH:20][C:12]=3[C:13]=2[CH2:14][O:15][CH2:16][CH2:17][O:18][CH3:19])[CH2:6][CH2:5][CH2:4][CH2:3][CH2:2]1, predict the reactants needed to synthesize it. The reactants are: [CH:1]1([C:7]([C:9]2[O:10][C:11]3[CH:23]=[CH:22][C:21]([F:24])=[CH:20][C:12]=3[C:13]=2[CH2:14][O:15][CH2:16][CH2:17][O:18][CH3:19])=O)[CH2:6][CH2:5][CH2:4][CH2:3][CH2:2]1.[NH2:25][C:26]1[CH:35]=[CH:34][C:29]([C:30]([O:32][CH3:33])=[O:31])=[CH:28][CH:27]=1.C(=O)([O-])O.[Na+].C([BH3-])#N.[Na+]. (2) Given the product [CH2:23]([O:26][C:27](=[O:28])[NH:29][CH2:30][CH2:31][CH2:32][CH2:33][C@H:34]([NH2:38])[C:35](=[O:36])[NH:1][C:2]1[CH:3]=[CH:4][C:5]([CH2:6][N:7]([CH:15]2[CH2:20][CH2:19][CH2:18][CH2:17][CH2:16]2)[C:8]([C:10]2[O:11][CH:12]=[CH:13][CH:14]=2)=[O:9])=[CH:21][CH:22]=1)[CH:24]=[CH2:25], predict the reactants needed to synthesize it. The reactants are: [NH2:1][C:2]1[CH:22]=[CH:21][C:5]([CH2:6][N:7]([CH:15]2[CH2:20][CH2:19][CH2:18][CH2:17][CH2:16]2)[C:8]([C:10]2[O:11][CH:12]=[CH:13][CH:14]=2)=[O:9])=[CH:4][CH:3]=1.[CH2:23]([O:26][C:27]([NH:29][CH2:30][CH2:31][CH2:32][CH2:33][C@H:34]([NH:38]C(OCC1C2C=CC=CC=2C2C1=CC=CC=2)=O)[C:35](O)=[O:36])=[O:28])[CH:24]=[CH2:25]. (3) Given the product [C:26]([N:2]1[CH2:3][CH2:4][CH:5]([C:8]2[NH:12][N:11]=[C:10]([C:13]3[CH:14]=[CH:15][C:16]([Cl:19])=[CH:17][CH:18]=3)[C:9]=2[C:20]2[CH:25]=[CH:24][N:23]=[CH:22][CH:21]=2)[CH2:6][CH2:7]1)(=[O:28])[CH3:27], predict the reactants needed to synthesize it. The reactants are: Cl.[NH:2]1[CH2:7][CH2:6][CH:5]([C:8]2[NH:12][N:11]=[C:10]([C:13]3[CH:18]=[CH:17][C:16]([Cl:19])=[CH:15][CH:14]=3)[C:9]=2[C:20]2[CH:25]=[CH:24][N:23]=[CH:22][CH:21]=2)[CH2:4][CH2:3]1.[C:26](Cl)(=[O:28])[CH3:27]. (4) Given the product [OH:11][C:8]1[CH:7]=[C:6]([OH:12])[C:5]([CH:2]([CH3:4])[CH3:3])=[CH:10][C:9]=1[C:14](=[O:16])[CH3:13], predict the reactants needed to synthesize it. The reactants are: Cl.[CH:2]([C:5]1[CH:10]=[CH:9][C:8]([OH:11])=[CH:7][C:6]=1[OH:12])([CH3:4])[CH3:3].[CH3:13][C:14]#N.[OH2:16]. (5) The reactants are: [NH2:1][CH:2]([C:11]1[C:16]([O:17][CH3:18])=[CH:15][CH:14]=[CH:13][C:12]=1[O:19][CH3:20])[CH2:3][CH:4]([CH3:10])[C:5]([O:7]CC)=O.[F:21][C:22]([F:34])([F:33])[CH2:23][O:24][C:25]1[CH:26]=[C:27]([CH:30]=[CH:31][CH:32]=1)[CH:28]=O. Given the product [CH3:18][O:17][C:16]1[CH:15]=[CH:14][CH:13]=[C:12]([O:19][CH3:20])[C:11]=1[CH:2]1[N:1]([CH2:28][C:27]2[CH:30]=[CH:31][CH:32]=[C:25]([O:24][CH2:23][C:22]([F:21])([F:33])[F:34])[CH:26]=2)[C:5](=[O:7])[CH:4]([CH3:10])[CH2:3]1, predict the reactants needed to synthesize it. (6) Given the product [CH3:62][S:63]([C:66]1[CH:73]=[CH:72][C:69]([CH2:70][NH:71][C:23]([C:22]2[C:16]3[NH:15][C:14]([NH:13][C:11]([C:3]4[N:2]=[CH:1][C:10]5[C:5]([CH:4]=4)=[CH:6][CH:7]=[CH:8][CH:9]=5)=[O:12])=[N:18][C:17]=3[CH:19]=[CH:20][C:21]=2[O:26][CH3:27])=[O:24])=[CH:68][CH:67]=1)(=[O:64])=[O:65], predict the reactants needed to synthesize it. The reactants are: [CH:1]1[C:10]2[C:5](=[CH:6][CH:7]=[CH:8][CH:9]=2)[CH:4]=[C:3]([C:11]([NH:13][C:14]2[NH:18][C:17]3[CH:19]=[CH:20][C:21]([O:26][CH3:27])=[C:22]([C:23](O)=[O:24])[C:16]=3[N:15]=2)=[O:12])[N:2]=1.CN(C(ON1N=NC2C=CC=CC1=2)=[N+](C)C)C.F[P-](F)(F)(F)(F)F.CCN(C(C)C)C(C)C.Cl.[CH3:62][S:63]([C:66]1[CH:73]=[CH:72][C:69]([CH2:70][NH2:71])=[CH:68][CH:67]=1)(=[O:65])=[O:64]. (7) Given the product [CH3:15][N:13]([CH3:14])[C:11](=[O:12])[CH2:10][N:9]([C:6]1[CH:5]=[CH:4][C:3]([O:2][CH3:1])=[CH:8][CH:7]=1)[CH2:26][C:27]([O:29][CH2:30][CH3:31])=[O:28], predict the reactants needed to synthesize it. The reactants are: [CH3:1][O:2][C:3]1[CH:8]=[CH:7][C:6]([NH:9][CH2:10][C:11]([N:13]([CH3:15])[CH3:14])=[O:12])=[CH:5][CH:4]=1.CCN(C(C)C)C(C)C.Br[CH2:26][C:27]([O:29][CH2:30][CH3:31])=[O:28]. (8) Given the product [Cl:20][C:15]1[CH:14]=[C:13]([CH:18]=[CH:17][C:16]=1[F:19])[CH2:12][N:9]1[CH2:8][CH2:7][N:6]2[CH:21]=[C:2]([NH:1][S:32]([CH3:31])(=[O:34])=[O:33])[C:3](=[O:30])[C:4]([OH:22])=[C:5]2[C:10]1=[O:11], predict the reactants needed to synthesize it. The reactants are: [NH2:1][C:2]1[C:3](=[O:30])[C:4]([O:22]CC2C=CC=CC=2)=[C:5]2[C:10](=[O:11])[N:9]([CH2:12][C:13]3[CH:18]=[CH:17][C:16]([F:19])=[C:15]([Cl:20])[CH:14]=3)[CH2:8][CH2:7][N:6]2[CH:21]=1.[CH3:31][S:32](Cl)(=[O:34])=[O:33]. (9) Given the product [CH3:1][CH:2]([CH2:12][CH2:13][CH2:14][C:15]1[CH:16]=[CH:17][CH:18]=[CH:19][CH:20]=1)[C:3](=[O:11])[CH2:4][P:5](=[O:10])([O:8][CH3:9])[O:6][CH3:7], predict the reactants needed to synthesize it. The reactants are: [CH3:1][CH:2]([CH2:12][C:13]#[C:14][C:15]1[CH:20]=[CH:19][CH:18]=[CH:17][CH:16]=1)[C:3](=[O:11])[CH2:4][P:5](=[O:10])([O:8][CH3:9])[O:6][CH3:7].